Dataset: Full USPTO retrosynthesis dataset with 1.9M reactions from patents (1976-2016). Task: Predict the reactants needed to synthesize the given product. (1) Given the product [N:16]1([CH2:15][CH2:14][CH2:13][O:12][C:7]2[CH:8]=[C:9]3[C:4](=[CH:5][CH:6]=2)[CH:3]=[C:2]([C:49]2[C:57]4[C:52](=[CH:53][CH:54]=[C:55]([C:58]#[N:59])[CH:56]=4)[N:51]([CH:60]4[CH2:65][CH2:64][CH2:63][CH2:62][O:61]4)[CH:24]=2)[CH:11]=[CH:10]3)[CH2:21][CH2:20][CH2:19][CH2:18][CH2:17]1, predict the reactants needed to synthesize it. The reactants are: Br[C:2]1[CH:3]=[C:4]2[C:9](=[CH:10][CH:11]=1)[CH:8]=[C:7]([O:12][CH2:13][CH2:14][CH2:15][N:16]1[CH2:21][CH2:20][CH2:19][CH2:18][CH2:17]1)[CH:6]=[CH:5]2.B1(B2OC(C)(C)C(C)(C)O2)OC(C)(C)[C:24](C)(C)O1.C([O-])(=O)C.[K+].ClCCl.Br[C:49]1[C:57]2[C:52](=[CH:53][CH:54]=[C:55]([C:58]#[N:59])[CH:56]=2)[N:51]([CH:60]2[CH2:65][CH2:64][CH2:63][CH2:62][O:61]2)N=1.P([O-])([O-])([O-])=O.[K+].[K+].[K+]. (2) Given the product [Cl:1][C:2]1[CH:3]=[C:4]2[C:9](=[C:10]([NH2:12])[CH:11]=1)[N:8]=[CH:7][CH:6]=[CH:5]2, predict the reactants needed to synthesize it. The reactants are: [Cl:1][C:2]1[CH:3]=[C:4]2[C:9](=[C:10]([N+:12]([O-])=O)[CH:11]=1)[N:8]=[CH:7][CH:6]=[CH:5]2.C(O)(=O)C.[OH-].[Na+].C(OCC)(=O)C. (3) Given the product [C@H:15]1([NH:14][C:11]2[O:12][CH2:13][C:8]3[CH:7]=[C:6]([NH:5][C:3](=[O:4])[CH2:2][N:33]4[CH2:32][CH2:31][N:30]([CH2:29][C:28]([F:36])([F:37])[F:27])[CH2:35][CH2:34]4)[CH:25]=[CH:24][C:9]=3[N:10]=2)[C:23]2[C:18](=[CH:19][CH:20]=[CH:21][CH:22]=2)[CH2:17][CH2:16]1, predict the reactants needed to synthesize it. The reactants are: Cl[CH2:2][C:3]([NH:5][C:6]1[CH:25]=[CH:24][C:9]2[N:10]=[C:11]([NH:14][C@H:15]3[C:23]4[C:18](=[CH:19][CH:20]=[CH:21][CH:22]=4)[CH2:17][CH2:16]3)[O:12][CH2:13][C:8]=2[CH:7]=1)=[O:4].Cl.[F:27][C:28]([F:37])([F:36])[CH2:29][N:30]1[CH2:35][CH2:34][NH:33][CH2:32][CH2:31]1.C(N(C(C)C)CC)(C)C. (4) Given the product [Cl:15][C:7]1[CH:8]=[C:9]2[C:4](=[CH:5][CH:6]=1)[N:3]=[C:2]([NH:28][CH:20]([C:19]([O:18][CH2:16][CH3:17])=[O:29])[CH2:21][C:22]1[CH:27]=[CH:26][CH:25]=[CH:24][N:23]=1)[C:11]([C:12]([OH:14])=[O:13])=[CH:10]2, predict the reactants needed to synthesize it. The reactants are: Cl[C:2]1[C:11]([C:12]([OH:14])=[O:13])=[CH:10][C:9]2[C:4](=[CH:5][CH:6]=[C:7]([Cl:15])[CH:8]=2)[N:3]=1.[CH2:16]([O:18][C:19](=[O:29])[CH:20]([NH2:28])[CH2:21][C:22]1[CH:27]=[CH:26][CH:25]=[CH:24][N:23]=1)[CH3:17]. (5) Given the product [Cl:32][C:29]1[CH:30]=[CH:31][C:26]([N:22]([C@H:15]2[C:16]3[C:21](=[CH:20][CH:19]=[CH:18][CH:17]=3)[N:12]([C:10](=[O:11])[C:9]3[CH:34]=[CH:35][C:6]([NH:5][S:2]([CH3:1])(=[O:3])=[O:4])=[CH:7][CH:8]=3)[C@@H:13]([CH3:33])[CH2:14]2)[C:23](=[O:25])[CH3:24])=[CH:27][CH:28]=1, predict the reactants needed to synthesize it. The reactants are: [CH3:1][S:2]([N:5](S(C)(=O)=O)[C:6]1[CH:35]=[CH:34][C:9]([C:10]([N:12]2[C:21]3[C:16](=[CH:17][CH:18]=[CH:19][CH:20]=3)[C@H:15]([N:22]([C:26]3[CH:31]=[CH:30][C:29]([Cl:32])=[CH:28][CH:27]=3)[C:23](=[O:25])[CH3:24])[CH2:14][C@@H:13]2[CH3:33])=[O:11])=[CH:8][CH:7]=1)(=[O:4])=[O:3].[OH-].[Na+].O.C(=O)(O)[O-].[Na+]. (6) Given the product [Cl:3][C:4]1[CH:9]=[CH:8][C:7]([C:10]2([C:11]#[N:12])[CH2:17][CH2:16][O:15][CH2:14]2)=[CH:6][CH:5]=1, predict the reactants needed to synthesize it. The reactants are: [H-].[Na+].[Cl:3][C:4]1[CH:9]=[CH:8][C:7]([CH2:10][C:11]#[N:12])=[CH:6][CH:5]=1.Cl[CH2:14][O:15][CH2:16][CH2:17]Cl.C(OCC)C. (7) Given the product [OH:4][CH2:5][CH2:6][C@@H:7]1[CH2:11][CH2:10][N:9]([C:12]([O:14][C:15]([CH3:18])([CH3:17])[CH3:16])=[O:13])[CH2:8]1, predict the reactants needed to synthesize it. The reactants are: C([O:4][CH2:5][CH2:6][C@@H:7]1[CH2:11][CH2:10][N:9]([C:12]([O:14][C:15]([CH3:18])([CH3:17])[CH3:16])=[O:13])[CH2:8]1)(=O)C.C(=O)([O-])[O-].[K+].[K+]. (8) Given the product [NH3:7].[CH3:42][N:39]1[CH2:40][CH2:41][N:36]([C:33]2[CH:34]=[CH:35][C:30]([NH:7][C:8]3[C:9]4[N:10]([CH:27]=[CH:28][N:29]=4)[C:11]([C:45]4[S:49][CH:48]=[C:47]([C:50]([NH2:52])=[O:51])[CH:46]=4)=[CH:12][N:13]=3)=[CH:31][CH:32]=2)[CH2:37][CH2:38]1, predict the reactants needed to synthesize it. The reactants are: C(OC(=O)[N:7]([C:30]1[CH:35]=[CH:34][C:33]([N:36]2[CH2:41][CH2:40][N:39]([CH3:42])[CH2:38][CH2:37]2)=[CH:32][CH:31]=1)[C:8]1[C:9]2[N:10]([CH:27]=[CH:28][N:29]=2)[C:11]([Sn](CCCC)(CCCC)CCCC)=[CH:12][N:13]=1)(C)(C)C.Br[C:45]1[S:49][CH:48]=[C:47]([C:50]([NH2:52])=[O:51])[CH:46]=1. (9) Given the product [OH:30][CH:10]([C:11]1[C:19]([O:20][CH3:21])=[CH:18][C:17]([CH3:22])=[C:16]2[C:12]=1[CH:13]=[CH:14][NH:15]2)[C:8]1[S:9][C:5]2[CH:4]=[C:3]([C:1]#[N:2])[CH:32]=[CH:31][C:6]=2[N:7]=1, predict the reactants needed to synthesize it. The reactants are: [C:1]([C:3]1[CH:32]=[CH:31][C:6]2[N:7]=[C:8]([CH:10]([OH:30])[C:11]3[C:19]([O:20][CH3:21])=[CH:18][C:17]([CH3:22])=[C:16]4[C:12]=3[CH:13]=[CH:14][N:15]4C(OC(C)(C)C)=O)[S:9][C:5]=2[CH:4]=1)#[N:2].C([O-])([O-])=O.[Cs+].[Cs+].[BH4-].[Na+].